This data is from Full USPTO retrosynthesis dataset with 1.9M reactions from patents (1976-2016). The task is: Predict the reactants needed to synthesize the given product. Given the product [C:12]([O:11][C:9]([N:32]([C:30]1[S:29][CH2:28][C@H:27]2[C@@:22]([C:19]3[S:20][CH:21]=[C:17]([Br:16])[CH:18]=3)([CH2:23][O:24][CH2:25][CH2:26]2)[N:31]=1)[C:9]([O:11][C:12]([CH3:13])([CH3:14])[CH3:15])=[O:10])=[O:10])([CH3:15])([CH3:14])[CH3:13], predict the reactants needed to synthesize it. The reactants are: [C:9](O[C:9]([O:11][C:12]([CH3:15])([CH3:14])[CH3:13])=[O:10])([O:11][C:12]([CH3:15])([CH3:14])[CH3:13])=[O:10].[Br:16][C:17]1[CH:18]=[C:19]([C@:22]23[N:31]=[C:30]([NH2:32])[S:29][CH2:28][C@@H:27]2[CH2:26][CH2:25][O:24][CH2:23]3)[S:20][CH:21]=1.